This data is from Reaction yield outcomes from USPTO patents with 853,638 reactions. The task is: Predict the reaction yield, written as a fraction of the theoretical maximum amount of product (1.0 means a 100% yield; for example, 0.34 means a 34% yield). (1) The reactants are [F:1][CH:2]1[CH:7]([CH2:8][C:9]([O:11][CH2:12][CH3:13])=[O:10])[CH2:6][CH2:5][NH:4][CH2:3]1.[C:14]([O:18][C:19]([N:21]([CH2:23][CH:24]=O)[CH3:22])=[O:20])([CH3:17])([CH3:16])[CH3:15].[BH-](OC(C)=O)(OC(C)=O)OC(C)=O.[Na+].C(O)(=O)C. The catalyst is C1COCC1. The product is [F:1][CH:2]1[CH:7]([CH2:8][C:9]([O:11][CH2:12][CH3:13])=[O:10])[CH2:6][CH2:5][N:4]([CH2:24][CH2:23][N:21]([C:19]([O:18][C:14]([CH3:15])([CH3:17])[CH3:16])=[O:20])[CH3:22])[CH2:3]1. The yield is 0.560. (2) The catalyst is CN(C=O)C.O.C1C=CC([P]([Pd]([P](C2C=CC=CC=2)(C2C=CC=CC=2)C2C=CC=CC=2)([P](C2C=CC=CC=2)(C2C=CC=CC=2)C2C=CC=CC=2)[P](C2C=CC=CC=2)(C2C=CC=CC=2)C2C=CC=CC=2)(C2C=CC=CC=2)C2C=CC=CC=2)=CC=1. The product is [C:12]([O:16][C:17](=[O:26])[NH:18][C:19]1[CH:24]=[CH:23][CH:22]=[C:21]([C:6]2[CH:7]=[CH:8][C:3]([C:1]#[N:2])=[CH:4][CH:5]=2)[N:20]=1)([CH3:15])([CH3:14])[CH3:13]. The yield is 0.600. The reactants are [C:1]([C:3]1[CH:8]=[CH:7][C:6](B(O)O)=[CH:5][CH:4]=1)#[N:2].[C:12]([O:16][C:17](=[O:26])[NH:18][C:19]1[CH:24]=[CH:23][CH:22]=[C:21](Br)[N:20]=1)([CH3:15])([CH3:14])[CH3:13].C([O-])([O-])=O.[K+].[K+]. (3) The reactants are [Si]([O:8][CH2:9][C:10]1([CH3:34])[S:16][CH2:15][CH2:14][N:13]2[C:17]([C:20]3([C:23]4[CH:28]=[CH:27][C:26]([C:29]5[NH:33][N:32]=[CH:31][CH:30]=5)=[CH:25][CH:24]=4)[CH2:22][CH2:21]3)=[N:18][N:19]=[C:12]2[CH2:11]1)(C(C)(C)C)(C)C.Cl. The catalyst is CO. The product is [CH3:34][C:10]1([CH2:9][OH:8])[S:16][CH2:15][CH2:14][N:13]2[C:17]([C:20]3([C:23]4[CH:24]=[CH:25][C:26]([C:29]5[NH:33][N:32]=[CH:31][CH:30]=5)=[CH:27][CH:28]=4)[CH2:22][CH2:21]3)=[N:18][N:19]=[C:12]2[CH2:11]1. The yield is 0.660. (4) The reactants are CCCC[N+](CCCC)(CCCC)CCCC.[OH-].CC(O)C.[NH:23]1[CH:30]=[CH:29][C:27]([NH2:28])=[N:26][C:24]1=[O:25].[CH2:31](Br)[C:32]1[CH:37]=[CH:36][CH:35]=[CH:34][CH:33]=1. The catalyst is CO.CN(C=O)C. The product is [NH2:28][C:27]1[CH:29]=[CH:30][N:23]([CH2:31][C:32]2[CH:37]=[CH:36][CH:35]=[CH:34][CH:33]=2)[C:24](=[O:25])[N:26]=1. The yield is 0.570. (5) The reactants are C([O:4][C:5]1[CH:10]=[CH:9][CH:8]=[C:7]([C:11](=[O:44])[C:12](=[C:23]2[NH:27][C:26]3[CH:28]=[CH:29][C:30]([NH:32][CH2:33][C:34]4[CH:39]=[CH:38][C:37]([NH:40][C:41](=[O:43])[CH3:42])=[CH:36][CH:35]=4)=[CH:31][C:25]=3[NH:24]2)[C:13]([C:15]2[CH:20]=[C:19]([F:21])[CH:18]=[C:17]([F:22])[CH:16]=2)=[O:14])[CH:6]=1)(=O)C.[OH-].[Na+].[Cl-].[NH4+]. The catalyst is C1COCC1. The product is [F:22][C:17]1[CH:16]=[C:15]([CH:20]=[C:19]([F:21])[CH:18]=1)[C:13]([C:12](=[C:23]1[NH:27][C:26]2[CH:28]=[CH:29][C:30]([NH:32][CH2:33][C:34]3[CH:39]=[CH:38][C:37]([NH:40][C:41](=[O:43])[CH3:42])=[CH:36][CH:35]=3)=[CH:31][C:25]=2[NH:24]1)[C:11]([C:7]1[CH:8]=[CH:9][CH:10]=[C:5]([OH:4])[CH:6]=1)=[O:44])=[O:14]. The yield is 0.860.